From a dataset of Full USPTO retrosynthesis dataset with 1.9M reactions from patents (1976-2016). Predict the reactants needed to synthesize the given product. (1) Given the product [C:1]([O:5][C:6]([N:7]([CH2:8][CH:9]1[CH:14]([C:15]2[CH:16]=[CH:17][CH:18]=[CH:19][CH:20]=2)[CH2:13][CH2:12][N:11]([C:42]([C:41]2[CH:45]=[CH:46][C:38]([C:36]([O:35][CH3:34])=[O:37])=[CH:39][CH:40]=2)=[O:43])[CH2:10]1)[C@@H:21]([C:23]1[C:32]2[C:27](=[CH:28][CH:29]=[CH:30][CH:31]=2)[CH:26]=[CH:25][CH:24]=1)[CH3:22])=[O:33])([CH3:2])([CH3:3])[CH3:4], predict the reactants needed to synthesize it. The reactants are: [C:1]([O:5][C:6](=[O:33])[N:7]([C@@H:21]([C:23]1[C:32]2[C:27](=[CH:28][CH:29]=[CH:30][CH:31]=2)[CH:26]=[CH:25][CH:24]=1)[CH3:22])[CH2:8][CH:9]1[CH:14]([C:15]2[CH:20]=[CH:19][CH:18]=[CH:17][CH:16]=2)[CH2:13][CH2:12][NH:11][CH2:10]1)([CH3:4])([CH3:3])[CH3:2].[CH3:34][O:35][C:36]([C:38]1[CH:46]=[CH:45][C:41]([C:42](O)=[O:43])=[CH:40][CH:39]=1)=[O:37].C1C=CC2N(O)N=NC=2C=1.N=C=N.C(=O)([O-])[O-].[N-]=C=O. (2) The reactants are: [C:1](Cl)(=[O:3])[CH3:2].[CH3:5][CH:6]([NH2:13])[CH2:7][CH2:8][CH2:9][CH2:10][CH2:11][CH3:12].C(N(CC)CC)C. Given the product [CH3:5][CH:6]([NH:13][C:1](=[O:3])[CH3:2])[CH2:7][CH2:8][CH2:9][CH2:10][CH2:11][CH3:12], predict the reactants needed to synthesize it. (3) Given the product [CH3:16][C:15]([NH:14][CH2:13][C@@H:11]1[O:10][C:9](=[O:18])[N:8]([C:6]2[CH:5]=[CH:4][C:3]([C:19]3[CH:24]=[CH:23][C:22]([CH2:25][NH:26][CH2:27][C:28]4[NH:29][N:30]=[N:31][CH:32]=4)=[CH:21][CH:20]=3)=[C:2]([F:1])[CH:7]=2)[CH2:12]1)=[O:17].[NH:37]1[C:41](=[O:42])[CH2:40][CH2:39][C@H:38]1[C:43]([O-:45])=[O:44], predict the reactants needed to synthesize it. The reactants are: [F:1][C:2]1[CH:7]=[C:6]([N:8]2[CH2:12][C@H:11]([CH2:13][NH:14][C:15](=[O:17])[CH3:16])[O:10][C:9]2=[O:18])[CH:5]=[CH:4][C:3]=1[C:19]1[CH:24]=[CH:23][C:22]([CH2:25][NH:26][CH2:27][C:28]2[N:29]=[N:30][NH:31][CH:32]=2)=[CH:21][CH:20]=1.C(#N)C.O.[NH:37]1[C:41](=[O:42])[CH2:40][CH2:39][C@H:38]1[C:43]([OH:45])=[O:44]. (4) Given the product [C:1]1([C:7]2[CH:8]=[CH:9][C:10]3[N:11]([C:13]([CH2:16][O:17][C:18]4[C:27]5[C:22](=[CH:23][C:24]([C:28]([NH2:29])=[O:31])=[CH:25][CH:26]=5)[N:21]=[CH:20][CH:19]=4)=[N:14][N:15]=3)[N:12]=2)[CH:2]=[CH:3][CH:4]=[CH:5][CH:6]=1, predict the reactants needed to synthesize it. The reactants are: [C:1]1([C:7]2[CH:8]=[CH:9][C:10]3[N:11]([C:13]([CH2:16][O:17][C:18]4[C:27]5[C:22](=[CH:23][C:24]([C:28]#[N:29])=[CH:25][CH:26]=5)[N:21]=[CH:20][CH:19]=4)=[N:14][N:15]=3)[N:12]=2)[CH:6]=[CH:5][CH:4]=[CH:3][CH:2]=1.S(=O)(=O)(O)[OH:31]. (5) Given the product [C:1]([N:9]1[C:18]2[C:13](=[C:14]([F:22])[CH:15]=[CH:16][CH:17]=2)[CH:12]=[CH:11][CH:10]1[C:20]#[N:21])(=[O:8])[C:2]1[CH:7]=[CH:6][CH:5]=[CH:4][CH:3]=1, predict the reactants needed to synthesize it. The reactants are: [C:1]([N:9]1[C:18]2[C:13](=[CH:14][C:15](C)=[CH:16][CH:17]=2)[CH:12]=[CH:11][CH:10]1[C:20]#[N:21])(=[O:8])[C:2]1[CH:7]=[CH:6][CH:5]=[CH:4][CH:3]=1.[F:22]C1C=CC=C2C=1C=CC=N2. (6) Given the product [CH2:3]([C@H:2]([NH:1][C:44]([C:41]1[C:40]2[CH:47]=[CH:48][CH:49]=[CH:50][C:39]=2[O:38][C:37]2[CH:36]=[CH:35][CH:34]=[CH:33][C:43]=2[CH:42]=1)=[O:45])[C@H:10]([OH:32])[CH2:11][CH2:12][N:13]([CH2:23][C:24]1[CH:25]=[CH:26][C:27]([CH2:30][CH3:31])=[CH:28][CH:29]=1)[CH2:14][C:15]1[CH:16]=[CH:17][C:18]([CH2:21][CH3:22])=[CH:19][CH:20]=1)[C:4]1[CH:5]=[CH:6][CH:7]=[CH:8][CH:9]=1, predict the reactants needed to synthesize it. The reactants are: [NH2:1][C@H:2]([C@H:10]([OH:32])[CH2:11][CH2:12][N:13]([CH2:23][C:24]1[CH:29]=[CH:28][C:27]([CH2:30][CH3:31])=[CH:26][CH:25]=1)[CH2:14][C:15]1[CH:20]=[CH:19][C:18]([CH2:21][CH3:22])=[CH:17][CH:16]=1)[CH2:3][C:4]1[CH:9]=[CH:8][CH:7]=[CH:6][CH:5]=1.[CH:33]1[C:43]2[CH:42]=[C:41]([C:44](O)=[O:45])[C:40]3[CH:47]=[CH:48][CH:49]=[CH:50][C:39]=3[O:38][C:37]=2[CH:36]=[CH:35][CH:34]=1.CN(C(ON1N=NC2C=CC=CC1=2)=[N+](C)C)C.F[P-](F)(F)(F)(F)F.C(N(C(C)C)C(C)C)C.